Dataset: Full USPTO retrosynthesis dataset with 1.9M reactions from patents (1976-2016). Task: Predict the reactants needed to synthesize the given product. (1) Given the product [C:1]([N:5]1[C:10](=[O:11])[C:9]([CH:14]2[CH2:18][CH2:17][CH2:16][CH2:15]2)=[C:8]([Cl:13])[CH:7]=[N:6]1)([CH3:4])([CH3:3])[CH3:2], predict the reactants needed to synthesize it. The reactants are: [C:1]([N:5]1[C:10](=[O:11])[C:9](Cl)=[C:8]([Cl:13])[CH:7]=[N:6]1)([CH3:4])([CH3:3])[CH3:2].[CH:14]1([Mg]Cl)[CH2:18][CH2:17][CH2:16][CH2:15]1.C(OCC)C. (2) Given the product [Br:8][C:4]1[N:3]=[C:2]([NH:9][CH2:10][CH2:11][CH2:12][OH:13])[CH:7]=[CH:6][CH:5]=1, predict the reactants needed to synthesize it. The reactants are: Br[C:2]1[CH:7]=[CH:6][CH:5]=[C:4]([Br:8])[N:3]=1.[NH2:9][CH2:10][CH2:11][CH2:12][OH:13]. (3) Given the product [Cl:1][C:2]1[CH:26]=[CH:25][C:5]([CH2:6][N:7]2[C:15]3[C:10](=[CH:11][C:12]([CH:16]=[C:17]4[S:21][CH:20]([N:30]5[CH2:33][CH:32]([C:34]([OH:36])=[O:35])[CH2:31]5)[NH:19][C:18]4=[O:24])=[CH:13][CH:14]=3)[CH:9]=[N:8]2)=[C:4]([CH:27]2[CH2:28][CH2:29]2)[CH:3]=1, predict the reactants needed to synthesize it. The reactants are: [Cl:1][C:2]1[CH:26]=[CH:25][C:5]([CH2:6][N:7]2[C:15]3[C:10](=[CH:11][C:12]([CH:16]=[C:17]4[S:21][C:20](SC)=[N:19][C:18]4=[O:24])=[CH:13][CH:14]=3)[CH:9]=[N:8]2)=[C:4]([CH:27]2[CH2:29][CH2:28]2)[CH:3]=1.[NH:30]1[CH2:33][CH:32]([C:34]([OH:36])=[O:35])[CH2:31]1. (4) The reactants are: FC(F)(F)S(O[C:7]1[CH2:16][CH2:15][C:14]2[C:9](=[CH:10][CH:11]=[C:12]([C@H:17]3[CH2:26][CH2:25][C@@:19]4([NH:23][C:22](=[O:24])[O:21][CH2:20]4)[CH2:18]3)[CH:13]=2)[CH:8]=1)(=O)=O.[C:29]1(P([C:29]2[CH:34]=[CH:33][CH:32]=[CH:31][CH:30]=2)[C:29]2[CH:34]=[CH:33][CH:32]=[CH:31][CH:30]=2)[CH:34]=[CH:33][CH:32]=[CH:31][CH:30]=1.C1([Mg]Br)C=CC=CC=1. Given the product [C:29]1([C:7]2[CH2:16][CH2:15][C:14]3[CH:13]=[C:12]([C@H:17]4[CH2:26][CH2:25][C@@:19]5([NH:23][C:22](=[O:24])[O:21][CH2:20]5)[CH2:18]4)[CH:11]=[CH:10][C:9]=3[CH:8]=2)[CH:34]=[CH:33][CH:32]=[CH:31][CH:30]=1, predict the reactants needed to synthesize it. (5) Given the product [C:25]([O:29][C:30]([N:21]1[C:22]2[C:18](=[CH:17][C:16]([C:13]3[N:14]=[N:15][C:10]([O:9][C@@H:3]4[CH:4]5[CH2:7][CH2:8][N:1]([CH2:6][CH2:5]5)[CH2:2]4)=[CH:11][CH:12]=3)=[CH:24][CH:23]=2)[CH:19]=[CH:20]1)=[O:31])([CH3:28])([CH3:27])[CH3:26], predict the reactants needed to synthesize it. The reactants are: [N:1]12[CH2:8][CH2:7][CH:4]([CH2:5][CH2:6]1)[C@@H:3]([O:9][C:10]1[N:15]=[N:14][C:13]([C:16]3[CH:17]=[C:18]4[C:22](=[CH:23][CH:24]=3)[NH:21][CH:20]=[CH:19]4)=[CH:12][CH:11]=1)[CH2:2]2.[C:25]([O:29][C:30](O[C:30]([O:29][C:25]([CH3:28])([CH3:27])[CH3:26])=[O:31])=[O:31])([CH3:28])([CH3:27])[CH3:26].CCN(CC)CC. (6) Given the product [N+:15]([C:10]1[CH:9]=[CH:8][C:7]2[CH2:1][CH2:2][N:3]([C:12](=[O:14])[CH3:13])[CH2:4][CH2:5][C:6]=2[CH:11]=1)([O-:17])=[O:16], predict the reactants needed to synthesize it. The reactants are: [CH2:1]1[C:7]2[CH:8]=[CH:9][CH:10]=[CH:11][C:6]=2[CH2:5][CH2:4][N:3]([C:12](=[O:14])[CH3:13])[CH2:2]1.[N+:15]([O-])([OH:17])=[O:16]. (7) Given the product [N+:1]([C:4]1[CH:12]=[CH:11][C:7]([C:8]([O:19][CH2:18][CH:13]2[CH2:17][CH:16]=[CH:15][CH2:14]2)=[O:9])=[CH:6][CH:5]=1)([O-:3])=[O:2], predict the reactants needed to synthesize it. The reactants are: [N+:1]([C:4]1[CH:12]=[CH:11][C:7]([C:8](Cl)=[O:9])=[CH:6][CH:5]=1)([O-:3])=[O:2].[CH:13]1([CH2:18][OH:19])[CH2:17][CH:16]=[CH:15][CH2:14]1.C(N(CC)CC)C.C(=O)(O)[O-].[Na+]. (8) Given the product [NH2:1][C:2]1[N:3]=[CH:4][C:5]([C:8]([O:10][CH2:17][C:18]2[CH:23]=[CH:22][CH:21]=[CH:20][CH:19]=2)=[O:9])=[N:6][CH:7]=1, predict the reactants needed to synthesize it. The reactants are: [NH2:1][C:2]1[N:3]=[CH:4][C:5]([C:8]([OH:10])=[O:9])=[N:6][CH:7]=1.C(=O)([O-])[O-].[K+].[K+].[CH2:17](Br)[C:18]1[CH:23]=[CH:22][CH:21]=[CH:20][CH:19]=1.